Dataset: In vitro SARS-CoV-2 activity screen of 1,480 approved drugs from Prestwick library. Task: Binary Classification. Given a drug SMILES string, predict its activity (active/inactive) in a high-throughput screening assay against a specified biological target. (1) The molecule is NS(=O)(=O)c1cc2c(cc1C(F)(F)F)NCNS2(=O)=O. The result is 0 (inactive). (2) The molecule is O=C(O)CCc1nc(-c2ccccc2)c(-c2ccccc2)o1. The result is 0 (inactive). (3) The molecule is CC(NCCC(c1ccccc1)c1ccccc1)c1ccccc1.Cl. The result is 0 (inactive). (4) The molecule is Cc1ccccc1C(OCCN(C)C)c1ccccc1.Cl. The result is 0 (inactive). (5) The molecule is Cc1cc(NC(=O)C2=C(O)c3ccccc3S(=O)(=O)N2C)no1. The result is 0 (inactive). (6) The result is 0 (inactive). The drug is CN(N=O)C(=O)N[C@H]1[C@@H](O)O[C@H](CO)[C@@H](O)[C@@H]1O. (7) The drug is O=C(CCCN1CCC(n2c(=O)[nH]c3ccccc32)CC1)c1ccc(F)cc1. The result is 0 (inactive).